From a dataset of Clinical trial toxicity outcomes and FDA approval status for drugs. Regression/Classification. Given a drug SMILES string, predict its toxicity properties. Task type varies by dataset: regression for continuous values (e.g., LD50, hERG inhibition percentage) or binary classification for toxic/non-toxic outcomes (e.g., AMES mutagenicity, cardiotoxicity, hepatotoxicity). Dataset: clintox. The molecule is C[NH+](C)CCCN1c2ccccc2Sc2ccc(C(F)(F)F)cc21. The result is 0 (passed clinical trial).